Predict the reactants needed to synthesize the given product. From a dataset of Full USPTO retrosynthesis dataset with 1.9M reactions from patents (1976-2016). (1) Given the product [C:27]([N:21]([N:10]1[C:9](=[O:26])[C:8]2[C:13](=[CH:14][C:15]([C:16]([F:18])([F:19])[F:17])=[C:6]([N:1]3[CH:5]=[CH:4][N:3]=[CH:2]3)[CH:7]=2)[NH:12][C:11]1=[O:20])[S:22]([CH3:25])(=[O:23])=[O:24])(=[O:33])[CH2:28][CH2:29][CH2:30][CH2:31][CH3:32], predict the reactants needed to synthesize it. The reactants are: [N:1]1([C:6]2[CH:7]=[C:8]3[C:13](=[CH:14][C:15]=2[C:16]([F:19])([F:18])[F:17])[NH:12][C:11](=[O:20])[N:10]([NH:21][S:22]([CH3:25])(=[O:24])=[O:23])[C:9]3=[O:26])[CH:5]=[CH:4][N:3]=[CH:2]1.[C:27](Cl)(=[O:33])[CH2:28][CH2:29][CH2:30][CH2:31][CH3:32]. (2) Given the product [Cl:13][C:12]1[N:11]2[N:14]=[C:15]([C:17]([O:19][CH2:20][CH3:21])=[O:18])[CH:16]=[C:10]2[N:9]=[C:8]([CH3:22])[C:7]=1[C@H:5]([OH:6])[C:4]([O:3][CH2:1][CH3:2])=[O:23], predict the reactants needed to synthesize it. The reactants are: [CH2:1]([O:3][C:4](=[O:23])[C:5]([C:7]1[C:8]([CH3:22])=[N:9][C:10]2[N:11]([N:14]=[C:15]([C:17]([O:19][CH2:20][CH3:21])=[O:18])[CH:16]=2)[C:12]=1[Cl:13])=[O:6])[CH3:2].CB1N2CCC[C@@H]2C(C2C=CC=CC=2)(C2C=CC=CC=2)O1.C1(C)C=CC=CC=1. (3) Given the product [CH:10]1[C:11]2[CH:12]([CH2:14][O:15][C:16](=[O:33])[NH:17][CH2:18][C:19]3[CH:24]=[CH:23][CH:22]=[CH:21][C:20]=3[C:25]3[CH:26]=[CH:27][C:28]([CH:46]([O:49][CH3:50])[O:51][CH3:52])=[CH:29][CH:30]=3)[C:13]3[C:5](=[CH:4][CH:3]=[CH:2][CH:1]=3)[C:6]=2[CH:7]=[CH:8][CH:9]=1, predict the reactants needed to synthesize it. The reactants are: [CH:1]1[C:13]2[CH:12]([CH2:14][O:15][C:16](=[O:33])[NH:17][CH2:18][C:19]3[CH:24]=[CH:23][CH:22]=[CH:21][C:20]=3[C:25]3[CH:30]=[CH:29][C:28](C=O)=[CH:27][CH:26]=3)[C:11]3[C:6](=[CH:7][CH:8]=[CH:9][CH:10]=3)[C:5]=2[CH:4]=[CH:3][CH:2]=1.O.C1(C)C=CC(S(O)(=O)=O)=CC=1.[CH:46]([O:51][CH3:52])([O:49][CH3:50])OC. (4) The reactants are: [N:1]1([C:6]2[CH2:11][CH2:10][C:9]([CH3:13])([CH3:12])[CH:8]([NH2:14])[CH:7]=2)[CH:5]=[CH:4][N:3]=[CH:2]1.F[C:16]1[CH:21]=[CH:20][C:19]([N+:22]([O-:24])=[O:23])=[C:18]([CH3:25])[CH:17]=1.CCN(C(C)C)C(C)C. Given the product [N:1]1([C:6]2[CH2:11][CH2:10][C:9]([CH3:12])([CH3:13])[CH:8]([NH:14][C:16]3[CH:21]=[CH:20][C:19]([N+:22]([O-:24])=[O:23])=[C:18]([CH3:25])[CH:17]=3)[CH:7]=2)[CH:5]=[CH:4][N:3]=[CH:2]1, predict the reactants needed to synthesize it. (5) Given the product [O:22]=[C:11]1[C:10]2[C:19](=[CH:20][CH:21]=[C:8]([C:29]3[CH:30]=[C:25]([CH:26]=[CH:27][CH:28]=3)[C:23]#[N:24])[CH:9]=2)[C:13]2([CH2:18][CH2:17][O:16][CH2:15][CH2:14]2)[CH2:12]1, predict the reactants needed to synthesize it. The reactants are: C([O-])([O-])=O.[Cs+].[Cs+].Br[C:8]1[CH:9]=[C:10]2[C:19](=[CH:20][CH:21]=1)[C:13]1([CH2:18][CH2:17][O:16][CH2:15][CH2:14]1)[CH2:12][C:11]2=[O:22].[C:23]([C:25]1[CH:26]=[C:27](B(O)O)[CH:28]=[CH:29][CH:30]=1)#[N:24].N#N. (6) Given the product [CH2:1]([O:8][C:9](=[O:23])[NH:10][CH:11]([C:13]1[N:14]=[C:15]2[CH:20]=[CH:19][CH:18]=[N:17][N:16]2[C:21]=1[C:29]1[CH:34]=[CH:33][CH:32]=[CH:31][N:30]=1)[CH3:12])[C:2]1[CH:7]=[CH:6][CH:5]=[CH:4][CH:3]=1, predict the reactants needed to synthesize it. The reactants are: [CH2:1]([O:8][C:9](=[O:23])[NH:10][CH:11]([C:13]1[N:14]=[C:15]2[CH:20]=[CH:19][CH:18]=[N:17][N:16]2[C:21]=1I)[CH3:12])[C:2]1[CH:7]=[CH:6][CH:5]=[CH:4][CH:3]=1.C([Sn](CCCC)(CCCC)[C:29]1[CH:34]=[CH:33][CH:32]=[CH:31][N:30]=1)CCC.